Dataset: Catalyst prediction with 721,799 reactions and 888 catalyst types from USPTO. Task: Predict which catalyst facilitates the given reaction. (1) Reactant: [BH4-].[Na+].[F:3][C:4]([F:21])([F:20])[O:5][CH:6]1[CH2:9][N:8]([C:10]2[N:15]=[CH:14][N:13]=[C:12]([C:16](OC)=[O:17])[CH:11]=2)[CH2:7]1. Product: [F:21][C:4]([F:3])([F:20])[O:5][CH:6]1[CH2:7][N:8]([C:10]2[N:15]=[CH:14][N:13]=[C:12]([CH2:16][OH:17])[CH:11]=2)[CH2:9]1. The catalyst class is: 5. (2) Reactant: [C:1]([C:3]1[CH:8]=[CH:7][C:6]([C:9]2[S:10][C:11]([C:20]([C:22]3[O:23][CH:24]=[CH:25][CH:26]=3)=[O:21])=[CH:12][C:13]=2[CH2:14][C:15]([O:17]CC)=[O:16])=[CH:5][CH:4]=1)#[N:2].O1CCCC1.[OH-].[Na+]. Product: [C:1]([C:3]1[CH:8]=[CH:7][C:6]([C:9]2[S:10][C:11]([C:20]([C:22]3[O:23][CH:24]=[CH:25][CH:26]=3)=[O:21])=[CH:12][C:13]=2[CH2:14][C:15]([OH:17])=[O:16])=[CH:5][CH:4]=1)#[N:2]. The catalyst class is: 8. (3) Reactant: [CH:1]1([CH2:4][CH:5]([C:22]2[CH:36]=[CH:35][C:25]([C:26]([NH:28][CH2:29][CH2:30][C:31]([O:33]C)=[O:32])=[O:27])=[CH:24][CH:23]=2)[O:6][C:7]2[CH:12]=[CH:11][C:10]([N:13]3[CH:17]=[C:16]([C:18]([F:21])([F:20])[F:19])[CH:15]=[N:14]3)=[CH:9][CH:8]=2)[CH2:3][CH2:2]1.O.[OH-].[Li+].Cl. Product: [CH:1]1([CH2:4][CH:5]([C:22]2[CH:36]=[CH:35][C:25]([C:26]([NH:28][CH2:29][CH2:30][C:31]([OH:33])=[O:32])=[O:27])=[CH:24][CH:23]=2)[O:6][C:7]2[CH:8]=[CH:9][C:10]([N:13]3[CH:17]=[C:16]([C:18]([F:20])([F:19])[F:21])[CH:15]=[N:14]3)=[CH:11][CH:12]=2)[CH2:2][CH2:3]1. The catalyst class is: 24. (4) Reactant: [S:1]1[C:5]2[CH:6]=[CH:7][C:8]([NH:10][C:11]3[C:12]4[CH:19]=[C:18]([C:20]5[CH2:21][CH2:22][N:23](C(OC(C)(C)C)=O)[CH2:24][CH:25]=5)[NH:17][C:13]=4[N:14]=[CH:15][N:16]=3)=[CH:9][C:4]=2[N:3]=[CH:2]1.[ClH:33]. Product: [ClH:33].[ClH:33].[ClH:33].[S:1]1[C:5]2[CH:6]=[CH:7][C:8]([NH:10][C:11]3[C:12]4[CH:19]=[C:18]([C:20]5[CH2:21][CH2:22][NH:23][CH2:24][CH:25]=5)[NH:17][C:13]=4[N:14]=[CH:15][N:16]=3)=[CH:9][C:4]=2[N:3]=[CH:2]1. The catalyst class is: 5. (5) Reactant: [Cl:1][C:2]1[C:3]2[CH:11]=[CH:10][N:9]([C:12]3[C:17]([CH3:18])=[CH:16][C:15]([CH3:19])=[CH:14][C:13]=3[CH3:20])[C:4]=2[C:5](=[O:8])[NH:6][N:7]=1.CI.[C:23](=O)([O-])[O-].[K+].[K+].CN(C=O)C. Product: [Cl:1][C:2]1[C:3]2[CH:11]=[CH:10][N:9]([C:12]3[C:13]([CH3:20])=[CH:14][C:15]([CH3:19])=[CH:16][C:17]=3[CH3:18])[C:4]=2[C:5](=[O:8])[N:6]([CH3:23])[N:7]=1. The catalyst class is: 6. (6) Reactant: Br[C:2]1[CH:3]=[C:4](/[CH:14]=[C:15](\[CH3:21])/[C:16]([O:18][CH2:19][CH3:20])=[O:17])[C:5]([N:8]2[CH2:12][CH2:11][CH:10]([CH3:13])[CH2:9]2)=[N:6][CH:7]=1.[CH2:22]([O:26][CH2:27][CH2:28][O:29][C:30]1[CH:35]=[CH:34][C:33](OB(O)O)=[CH:32][CH:31]=1)[CH2:23][CH2:24][CH3:25].C(=O)([O-])[O-].[K+].[K+]. Product: [CH2:22]([O:26][CH2:27][CH2:28][O:29][C:30]1[CH:31]=[CH:32][C:33]([C:2]2[CH:3]=[C:4](/[CH:14]=[C:15](\[CH3:21])/[C:16]([O:18][CH2:19][CH3:20])=[O:17])[C:5]([N:8]3[CH2:12][CH2:11][CH:10]([CH3:13])[CH2:9]3)=[N:6][CH:7]=2)=[CH:34][CH:35]=1)[CH2:23][CH2:24][CH3:25]. The catalyst class is: 460. (7) Reactant: [C:1]1([CH2:7][O:8][C:9]2[CH:10]=[C:11]([CH2:15][CH2:16][NH2:17])[CH:12]=[CH:13][CH:14]=2)[CH:6]=[CH:5][CH:4]=[CH:3][CH:2]=1.[OH:18][C:19]1[CH:24]=[CH:23][C:22]([CH2:25][C:26](O)=[O:27])=[CH:21][CH:20]=1.C(N(CC)C(C)C)(C)C.CCN=C=NCCCN(C)C. Product: [OH:18][C:19]1[CH:24]=[CH:23][C:22]([CH2:25][C:26]([NH:17][CH2:16][CH2:15][C:11]2[CH:12]=[CH:13][CH:14]=[C:9]([O:8][CH2:7][C:1]3[CH:2]=[CH:3][CH:4]=[CH:5][CH:6]=3)[CH:10]=2)=[O:27])=[CH:21][CH:20]=1. The catalyst class is: 18. (8) Reactant: Br[C:2]1[N:3]=[C:4]([N:7]2[C:11]3[CH:12]=[CH:13][CH:14]=[CH:15][C:10]=3[N:9]([CH2:16][C:17]([O:19][C:20]([CH3:23])([CH3:22])[CH3:21])=[O:18])[C:8]2=[O:24])[S:5][CH:6]=1.[CH2:25](N(CC)CC)C.[C:32](C1C=C2C(=CC=1)CC1(C(=O)NC(=O)N1)CC2)([OH:34])=[O:33]. Product: [C:20]([O:19][C:17](=[O:18])[CH2:16][N:9]1[C:10]2[CH:15]=[CH:14][CH:13]=[CH:12][C:11]=2[N:7]([C:4]2[S:5][CH:6]=[C:2]([C:32]([O:34][CH3:25])=[O:33])[N:3]=2)[C:8]1=[O:24])([CH3:23])([CH3:22])[CH3:21]. The catalyst class is: 5.